Predict the reaction yield, written as a fraction of the theoretical maximum amount of product (1.0 means a 100% yield; for example, 0.34 means a 34% yield). From a dataset of Reaction yield outcomes from USPTO patents with 853,638 reactions. (1) The reactants are [Br:1][C:2]1[CH:10]=[CH:9][C:5]([C:6]([OH:8])=[O:7])=[CH:4][CH:3]=1.CN(C1C=CC=CN=1)C.C(=O)(O[C:22]([CH3:25])([CH3:24])[CH3:23])O[C:22]([CH3:25])([CH3:24])[CH3:23]. The catalyst is C(O)(C)(C)C. The product is [Br:1][C:2]1[CH:10]=[CH:9][C:5]([C:6]([O:8][C:22]([CH3:25])([CH3:24])[CH3:23])=[O:7])=[CH:4][CH:3]=1. The yield is 0.100. (2) The reactants are C(OC(=O)[NH:7][CH2:8][C@@H:9]1[CH2:13][CH2:12][C@@H:11]([C:14]([NH:16][NH:17][C:18]2[N:19]=[C:20]3[CH:26]=[CH:25][N:24](S(C4C=CC(C)=CC=4)(=O)=O)[C:21]3=[N:22][CH:23]=2)=O)[CH2:10]1)(C)(C)C.C(OC(NC[C@@H]1CC[C@@H](C(O)=O)C1)=O)(C)(C)C.CCN(C(C)C)C(C)C.O=S(Cl)[Cl:66].[OH-].[Na+]. The catalyst is O1CCOCC1. The product is [ClH:66].[C:14]1([C@@H:11]2[CH2:12][CH2:13][C@@H:9]([CH2:8][NH2:7])[CH2:10]2)[N:19]2[C:20]3[CH:26]=[CH:25][NH:24][C:21]=3[N:22]=[CH:23][C:18]2=[N:17][N:16]=1. The yield is 0.330. (3) The reactants are [CH3:1][N:2]1[C@@H:12]2[CH2:13][C:14]3[CH:19]=[CH:18][C:17]([OH:20])=[C:16]4[O:21][C@H:6]5[C:7]([CH:9]=[CH:10][C@:11]2([OH:22])[C@:5]5([C:15]=34)[CH2:4][CH2:3]1)=[O:8].[CH2:23](I)[CH:24](C)[CH3:25].C([O-])(O)=O.[Na+]. The catalyst is CN(C=O)C. The product is [CH2:1]([N:2]1[CH2:3][CH2:4][C@:5]23[C:15]4[C:16]5[O:21][C@H:6]2[C:7](=[O:8])[CH2:9][CH2:10][C@@:11]3([OH:22])[C@H:12]1[CH2:13][C:14]=4[CH:19]=[CH:18][C:17]=5[OH:20])[CH:24]([CH3:25])[CH3:23]. The yield is 0.670. (4) The reactants are C(Cl)(=O)C(Cl)=O.CS(C)=O.[Cl:11][C:12]1[CH:17]=[CH:16][C:15]([C:18]([CH3:29])([CH3:28])[CH2:19][C:20]([OH:27])([C:23]([F:26])([F:25])[F:24])[CH2:21][OH:22])=[C:14]([O:30][CH3:31])[CH:13]=1.C(N(CC)CC)C. The catalyst is ClCCl.O. The product is [Cl:11][C:12]1[CH:17]=[CH:16][C:15]([C:18]([CH3:29])([CH3:28])[CH2:19][C:20]([OH:27])([C:23]([F:26])([F:25])[F:24])[CH:21]=[O:22])=[C:14]([O:30][CH3:31])[CH:13]=1. The yield is 0.969. (5) The reactants are [CH:1]([N:4]1[CH:8]=[C:7]([C:9]2[C:10]([NH2:25])=[N:11][CH:12]=[C:13]([C:15]3[CH:16]=[C:17]4[C:21](=[CH:22][CH:23]=3)[N:20]([CH3:24])[CH:19]=[CH:18]4)[CH:14]=2)[N:6]=[N:5]1)([CH3:3])[CH3:2].C([SiH](CC)CC)C.C([O-])(O)=O.[Na+]. The catalyst is C(O)(C(F)(F)F)=O. The product is [CH:1]([N:4]1[CH:8]=[C:7]([C:9]2[C:10]([NH2:25])=[N:11][CH:12]=[C:13]([C:15]3[CH:16]=[C:17]4[C:21](=[CH:22][CH:23]=3)[N:20]([CH3:24])[CH2:19][CH2:18]4)[CH:14]=2)[N:6]=[N:5]1)([CH3:3])[CH3:2]. The yield is 0.467.